Dataset: Catalyst prediction with 721,799 reactions and 888 catalyst types from USPTO. Task: Predict which catalyst facilitates the given reaction. (1) Product: [F:38][C:39]([F:44])([F:43])[C:40]([OH:42])=[O:41].[C:1]1([C:7](=[C:8]2[CH2:13][CH2:12][NH:11][CH2:10][CH2:9]2)[C:21]2[CH:22]=[C:23]([CH:24]=[CH:25][CH:26]=2)[O:27][C:28]2[CH:33]=[CH:32][C:31]([C:34]([F:36])([F:37])[F:35])=[CH:30][N:29]=2)[CH:6]=[CH:5][CH:4]=[CH:3][CH:2]=1. Reactant: [C:1]1([C:7]([C:21]2[CH:26]=[CH:25][CH:24]=[C:23]([O:27][C:28]3[CH:33]=[CH:32][C:31]([C:34]([F:37])([F:36])[F:35])=[CH:30][N:29]=3)[CH:22]=2)=[C:8]2[CH2:13][CH2:12][N:11](C(OC(C)(C)C)=O)[CH2:10][CH2:9]2)[CH:6]=[CH:5][CH:4]=[CH:3][CH:2]=1.[F:38][C:39]([F:44])([F:43])[C:40]([OH:42])=[O:41]. The catalyst class is: 2. (2) Reactant: [F:1][C:2]1[CH:3]=[C:4]([C:9]2[CH:18]=[N:17][C:16]3C(C(O)=O)=[C:14]([OH:22])[C:13]([C:23]4[CH:28]=[CH:27][CH:26]=[C:25]([F:29])[CH:24]=4)=[CH:12][C:11]=3[N:10]=2)[CH:5]=[CH:6][C:7]=1[F:8].Cl.[CH2:31]([NH:33][CH2:34][C:35]([OH:37])=[O:36])[CH3:32].C(N([CH2:43][CH3:44])CC)C.C1CN([P+]([O:61]N2N=NC3C=CC=CC2=3)(N2CCCC2)N2CCCC2)CC1.F[P-](F)(F)(F)(F)F. Product: [F:1][C:2]1[CH:3]=[C:4]([C:9]2[CH:18]=[N:17][C:16]3[C:11](=[CH:12][C:13]([C:23]4[CH:28]=[CH:27][CH:26]=[C:25]([F:29])[CH:24]=4)=[C:14]([OH:22])[C:32]=3[C:31]([NH:33][CH2:34][C:35]([O:37][CH2:43][CH3:44])=[O:36])=[O:61])[N:10]=2)[CH:5]=[CH:6][C:7]=1[F:8]. The catalyst class is: 9. (3) Reactant: [OH:1][CH2:2][CH2:3][C:4]1[N:13]=[C:12]2[C:7]([CH2:8][CH2:9][CH2:10][N:11]2[C:14]([O:16][C:17]([CH3:20])([CH3:19])[CH3:18])=[O:15])=[C:6]([CH3:21])[CH:5]=1.C1(P(C2C=CC=CC=2)C2C=CC=CC=2)C=CC=CC=1.[Cl:41][C:42]1[CH:63]=[CH:62][CH:61]=[C:60]([Cl:64])[C:43]=1[C:44]([NH:46][C@H:47]([C:56]([O:58][CH3:59])=[O:57])[CH2:48][C:49]1[CH:54]=[CH:53][C:52](O)=[CH:51][CH:50]=1)=[O:45].C1CCN(C(N=NC(N2CCCCC2)=O)=O)CC1. Product: [Cl:41][C:42]1[CH:63]=[CH:62][CH:61]=[C:60]([Cl:64])[C:43]=1[C:44]([NH:46][C@H:47]([C:56]([O:58][CH3:59])=[O:57])[CH2:48][C:49]1[CH:50]=[CH:51][C:52]([O:1][CH2:2][CH2:3][C:4]2[N:13]=[C:12]3[C:7]([CH2:8][CH2:9][CH2:10][N:11]3[C:14]([O:16][C:17]([CH3:18])([CH3:20])[CH3:19])=[O:15])=[C:6]([CH3:21])[CH:5]=2)=[CH:53][CH:54]=1)=[O:45]. The catalyst class is: 2. (4) Reactant: Br[C:2]1[C:3]2[CH:14]=[C:13]([C:15]([O:17][CH2:18][CH3:19])=[O:16])[S:12][C:4]=2[N:5]([CH:7]([O:9][CH2:10][CH3:11])[CH3:8])[N:6]=1.[CH3:20][N:21]1[CH2:26][CH2:25][N:24]([C:27]2[CH:35]=[CH:34][C:30]([C:31]([NH2:33])=[O:32])=[CH:29][CH:28]=2)[CH2:23][CH2:22]1.P([O-])([O-])([O-])=O.[K+].[K+].[K+].CNCCNC. Product: [CH2:10]([O:9][CH:7]([N:5]1[C:4]2[S:12][C:13]([C:15]([O:17][CH2:18][CH3:19])=[O:16])=[CH:14][C:3]=2[C:2]([NH:33][C:31](=[O:32])[C:30]2[CH:29]=[CH:28][C:27]([N:24]3[CH2:23][CH2:22][N:21]([CH3:20])[CH2:26][CH2:25]3)=[CH:35][CH:34]=2)=[N:6]1)[CH3:8])[CH3:11]. The catalyst class is: 321. (5) Reactant: [CH2:1]([OH:8])[C:2]([NH2:7])([CH2:5][OH:6])[CH2:3][OH:4].Cl.CO[C:12](OC)([CH3:14])[CH3:13].C1(C)C=CC(S(O)(=O)=O)=CC=1.C(N(CC)CC)C. Product: [NH2:7][C:2]1([CH2:5][OH:6])[CH2:3][O:4][C:12]([CH3:14])([CH3:13])[O:8][CH2:1]1. The catalyst class is: 3. (6) Reactant: [N:1]1[C:10]2[C:5](=[CH:6][C:7]([NH:11][C:12]([NH:14][C:15]3[CH:30]=[CH:29][C:18]([O:19][C:20]4[CH:25]=[CH:24][N:23]=[C:22]([C:26](=[S:28])[NH2:27])[CH:21]=4)=[CH:17][CH:16]=3)=[O:13])=[CH:8][CH:9]=2)[CH:4]=[CH:3][CH:2]=1.O.[NH2:32]N.C(OCC)C.[C:39](=[S:41])=S. Product: [N:1]1[C:10]2[C:5](=[CH:6][C:7]([NH:11][C:12]([NH:14][C:15]3[CH:16]=[CH:17][C:18]([O:19][C:20]4[CH:25]=[CH:24][N:23]=[C:22]([C:26]5[S:28][C:39](=[S:41])[NH:32][N:27]=5)[CH:21]=4)=[CH:29][CH:30]=3)=[O:13])=[CH:8][CH:9]=2)[CH:4]=[CH:3][CH:2]=1. The catalyst class is: 125. (7) Reactant: C([O:3][C:4]([C:6]1[C:7]([CH:12]2[CH2:17][CH2:16][O:15][CH2:14][CH2:13]2)=[N:8][O:9][C:10]=1[CH3:11])=O)C.[H-].[Al+3].[Li+].[H-].[H-].[H-].O.[OH-].[Na+]. Product: [CH3:11][C:10]1[O:9][N:8]=[C:7]([CH:12]2[CH2:17][CH2:16][O:15][CH2:14][CH2:13]2)[C:6]=1[CH2:4][OH:3]. The catalyst class is: 1. (8) Reactant: [Cl:1][C:2]1[CH:11]=[CH:10][C:9]2[C:8]([NH2:12])=[CH:7][CH:6]=[CH:5][C:4]=2[N:3]=1.[C:13]12([CH2:23][C:24](Cl)=[O:25])[CH2:22][CH:17]3[CH2:18][CH:19]([CH2:21][CH:15]([CH2:16]3)[CH2:14]1)[CH2:20]2. Product: [C:13]12([CH2:23][C:24]([NH:12][C:8]3[CH:7]=[CH:6][CH:5]=[C:4]4[C:9]=3[CH:10]=[CH:11][C:2]([Cl:1])=[N:3]4)=[O:25])[CH2:20][CH:19]3[CH2:18][CH:17]([CH2:16][CH:15]([CH2:21]3)[CH2:14]1)[CH2:22]2. The catalyst class is: 4. (9) The catalyst class is: 13. Reactant: [CH:1]1([CH2:4][CH2:5][N:6]([CH:31]2[CH2:36][CH2:35][O:34][CH2:33][CH2:32]2)[C:7]2[C:8]([O:29][CH3:30])=[N:9][N:10]3[C:14]([C:15]4[C:20]([O:21][CH3:22])=[CH:19][C:18]([CH2:23][O:24][CH2:25][CH3:26])=[CH:17][C:16]=4[O:27][CH3:28])=[CH:13][S:12][C:11]=23)[CH2:3][CH2:2]1.[CH3:37][S:38]([OH:41])(=[O:40])=[O:39]. Product: [CH3:37][S:38]([OH:41])(=[O:40])=[O:39].[CH:1]1([CH2:4][CH2:5][N:6]([CH:31]2[CH2:32][CH2:33][O:34][CH2:35][CH2:36]2)[C:7]2[C:8]([O:29][CH3:30])=[N:9][N:10]3[C:14]([C:15]4[C:20]([O:21][CH3:22])=[CH:19][C:18]([CH2:23][O:24][CH2:25][CH3:26])=[CH:17][C:16]=4[O:27][CH3:28])=[CH:13][S:12][C:11]=23)[CH2:3][CH2:2]1.